Dataset: Peptide-MHC class I binding affinity with 185,985 pairs from IEDB/IMGT. Task: Regression. Given a peptide amino acid sequence and an MHC pseudo amino acid sequence, predict their binding affinity value. This is MHC class I binding data. (1) The peptide sequence is LYKTIVNIW. The MHC is HLA-A26:01 with pseudo-sequence HLA-A26:01. The binding affinity (normalized) is 0.0847. (2) The peptide sequence is ITYSSSMMW. The MHC is HLA-A24:02 with pseudo-sequence HLA-A24:02. The binding affinity (normalized) is 0.230. (3) The peptide sequence is DTKCKNNYF. The MHC is HLA-B15:01 with pseudo-sequence HLA-B15:01. The binding affinity (normalized) is 0.0847. (4) The peptide sequence is YFNTHDVYF. The binding affinity (normalized) is 0.496. The MHC is HLA-B15:01 with pseudo-sequence HLA-B15:01. (5) The binding affinity (normalized) is 0.665. The peptide sequence is KGFLLTSL. The MHC is H-2-Kb with pseudo-sequence H-2-Kb.